From a dataset of Full USPTO retrosynthesis dataset with 1.9M reactions from patents (1976-2016). Predict the reactants needed to synthesize the given product. (1) The reactants are: B(Br)(Br)Br.[F:5][C:6]1[CH:11]=[CH:10][C:9]([O:12]C)=[C:8]([CH:14]([CH3:19])[C:15]([F:18])([F:17])[F:16])[CH:7]=1.O. Given the product [F:5][C:6]1[CH:11]=[CH:10][C:9]([OH:12])=[C:8]([CH:14]([CH3:19])[C:15]([F:16])([F:17])[F:18])[CH:7]=1, predict the reactants needed to synthesize it. (2) Given the product [OH:3][C:4]1[CH:5]=[C:6]2[C:11](=[CH:12][CH:13]=1)[CH2:10][CH:9]([CH2:14][CH2:15][N:16]1[CH2:21][CH2:20][CH2:19][CH2:18][CH2:17]1)[CH2:8][CH2:7]2, predict the reactants needed to synthesize it. The reactants are: Cl.C[O:3][C:4]1[CH:5]=[C:6]2[C:11](=[CH:12][CH:13]=1)[CH2:10][CH:9]([CH2:14][CH2:15][N:16]1[CH2:21][CH2:20][CH2:19][CH2:18][CH2:17]1)[CH2:8][CH2:7]2. (3) Given the product [CH2:3]([O:10][CH:11]1[CH2:14][C:13]([C:16]2[CH:21]=[C:20]([CH2:22][O:23][Si:24]([C:27]([CH3:28])([CH3:30])[CH3:29])([CH3:25])[CH3:26])[C:19]([F:31])=[CH:18][N:17]=2)([O:15][C:32]([S:34][CH3:35])=[S:33])[CH2:12]1)[C:4]1[CH:9]=[CH:8][CH:7]=[CH:6][CH:5]=1, predict the reactants needed to synthesize it. The reactants are: [H-].[Na+].[CH2:3]([O:10][CH:11]1[CH2:14][C:13]([C:16]2[CH:21]=[C:20]([CH2:22][O:23][Si:24]([C:27]([CH3:30])([CH3:29])[CH3:28])([CH3:26])[CH3:25])[C:19]([F:31])=[CH:18][N:17]=2)([OH:15])[CH2:12]1)[C:4]1[CH:9]=[CH:8][CH:7]=[CH:6][CH:5]=1.[C:32](=[S:34])=[S:33].[CH3:35]I. (4) Given the product [CH3:31][O:32][C:33]1[CH:38]=[CH:37][CH:36]=[CH:35][C:34]=1[N:39]([S:40]([C:43]1[CH:48]=[CH:47][CH:46]=[CH:45][C:44]=1[N+:49]([O-:51])=[O:50])(=[O:42])=[O:41])[CH2:6][CH2:7][C@@H:8]1[CH2:13][N:12]([C:14]([O:16][CH2:17][C:18]2[CH:23]=[CH:22][CH:21]=[CH:20][CH:19]=2)=[O:15])[CH2:11][CH2:10][N:9]1[C:24]([O:26][C:27]([CH3:28])([CH3:30])[CH3:29])=[O:25], predict the reactants needed to synthesize it. The reactants are: CS(O[CH2:6][CH2:7][C@@H:8]1[CH2:13][N:12]([C:14]([O:16][CH2:17][C:18]2[CH:23]=[CH:22][CH:21]=[CH:20][CH:19]=2)=[O:15])[CH2:11][CH2:10][N:9]1[C:24]([O:26][C:27]([CH3:30])([CH3:29])[CH3:28])=[O:25])(=O)=O.[CH3:31][O:32][C:33]1[CH:38]=[CH:37][CH:36]=[CH:35][C:34]=1[NH:39][S:40]([C:43]1[CH:48]=[CH:47][CH:46]=[CH:45][C:44]=1[N+:49]([O-:51])=[O:50])(=[O:42])=[O:41].C(=O)([O-])[O-].[K+].[K+].CN(C=O)C. (5) The reactants are: [CH3:1][C:2]1[N:3]([CH2:26][C:27]([O:29]CC)=[O:28])[C:4]2[C:9]([C:10]=1[C:11]1[C:20]3[C:15](=[C:16]([C:21]([F:24])([F:23])[F:22])[CH:17]=[CH:18][CH:19]=3)[N:14]=[CH:13][CH:12]=1)=[CH:8][C:7]([CH3:25])=[CH:6][CH:5]=2.[OH-].[Na+]. Given the product [CH3:1][C:2]1[N:3]([CH2:26][C:27]([OH:29])=[O:28])[C:4]2[C:9]([C:10]=1[C:11]1[C:20]3[C:15](=[C:16]([C:21]([F:22])([F:23])[F:24])[CH:17]=[CH:18][CH:19]=3)[N:14]=[CH:13][CH:12]=1)=[CH:8][C:7]([CH3:25])=[CH:6][CH:5]=2, predict the reactants needed to synthesize it. (6) Given the product [Cl:15][C:16]1[C:25]([CH2:26][Cl:5])=[CH:24][C:23]2[C:18](=[CH:19][C:20]([F:28])=[CH:21][CH:22]=2)[N:17]=1, predict the reactants needed to synthesize it. The reactants are: CS([Cl:5])(=O)=O.C(N(CC)C(C)C)(C)C.[Cl:15][C:16]1[C:25]([CH2:26]O)=[CH:24][C:23]2[C:18](=[CH:19][C:20]([F:28])=[CH:21][CH:22]=2)[N:17]=1. (7) Given the product [Cl:27][C:26]1[CH:25]=[C:24]([S:28]([N:6]([CH2:5][C:4]2[CH:14]=[CH:15][C:16]([O:18][CH3:19])=[CH:17][C:3]=2[O:2][CH3:1])[C:7]2[CH:12]=[CH:11][C:10]([F:13])=[CH:9][N:8]=2)(=[O:29])=[O:30])[CH:23]=[CH:22][C:21]=1[F:20], predict the reactants needed to synthesize it. The reactants are: [CH3:1][O:2][C:3]1[CH:17]=[C:16]([O:18][CH3:19])[CH:15]=[CH:14][C:4]=1[CH2:5][NH:6][C:7]1[CH:12]=[CH:11][C:10]([F:13])=[CH:9][N:8]=1.[F:20][C:21]1[C:26]([Cl:27])=[CH:25][C:24]([S:28](Cl)(=[O:30])=[O:29])=[CH:23][CH:22]=1. (8) The reactants are: C(N(CC)CC)C.[Cl:8][C:9]1[CH:14]=[CH:13][C:12]([C:15]2[CH:16]=[CH:17][C:18]([C:21]#[CH:22])=[N:19][CH:20]=2)=[CH:11][CH:10]=1.Br[C:24]1[CH:37]=[CH:36][C:27]([O:28][CH2:29][CH2:30][N:31]2[CH2:35][CH2:34][CH2:33][CH2:32]2)=[CH:26][C:25]=1[Cl:38]. Given the product [Cl:8][C:9]1[CH:10]=[CH:11][C:12]([C:15]2[CH:16]=[CH:17][C:18]([C:21]#[C:22][C:24]3[CH:37]=[CH:36][C:27]([O:28][CH2:29][CH2:30][N:31]4[CH2:35][CH2:34][CH2:33][CH2:32]4)=[CH:26][C:25]=3[Cl:38])=[N:19][CH:20]=2)=[CH:13][CH:14]=1, predict the reactants needed to synthesize it. (9) Given the product [CH2:19]([NH:20][S:9]([C:6]1[CH:7]=[CH:8][C:3]([C:1]#[N:2])=[CH:4][CH:5]=1)(=[O:11])=[O:10])[C:13]1[CH:18]=[CH:17][CH:16]=[CH:15][CH:14]=1, predict the reactants needed to synthesize it. The reactants are: [C:1]([C:3]1[CH:8]=[CH:7][C:6]([S:9](Cl)(=[O:11])=[O:10])=[CH:5][CH:4]=1)#[N:2].[C:13]1([CH2:19][NH2:20])[CH:18]=[CH:17][CH:16]=[CH:15][CH:14]=1. (10) The reactants are: [C:1]([CH2:9][CH2:10][CH2:11][CH2:12][CH2:13][CH2:14][C:15]([O:17][CH2:18][CH3:19])=[O:16])(=[O:8])[C:2]1[CH:7]=[CH:6]C=C[CH:3]=1.C(Cl)(=[O:27])C1C=CC=CC=1. Given the product [O:27]1[CH:6]=[CH:7][C:2]([C:1]([CH2:9][CH2:10][CH2:11][CH2:12][CH2:13][CH2:14][C:15]([O:17][CH2:18][CH3:19])=[O:16])=[O:8])=[CH:3]1, predict the reactants needed to synthesize it.